From a dataset of Full USPTO retrosynthesis dataset with 1.9M reactions from patents (1976-2016). Predict the reactants needed to synthesize the given product. (1) Given the product [Br:1][C:2]1[CH:10]=[C:9](/[CH:11]=[CH:12]\[CH:13]([C:18]2[CH:23]=[C:22]([Cl:24])[C:21]([Cl:25])=[C:20]([Cl:26])[CH:19]=2)[C:14]([F:15])([F:17])[F:16])[CH:8]=[CH:7][C:3]=1[C:4]([NH:28][CH2:29][C:30](=[O:31])[NH:32][CH2:33][C:34]([F:37])([F:36])[F:35])=[O:6], predict the reactants needed to synthesize it. The reactants are: [Br:1][C:2]1[CH:10]=[C:9](/[CH:11]=[CH:12]\[CH:13]([C:18]2[CH:23]=[C:22]([Cl:24])[C:21]([Cl:25])=[C:20]([Cl:26])[CH:19]=2)[C:14]([F:17])([F:16])[F:15])[CH:8]=[CH:7][C:3]=1[C:4]([OH:6])=O.Cl.[NH2:28][CH2:29][C:30]([NH:32][CH2:33][C:34]([F:37])([F:36])[F:35])=[O:31]. (2) Given the product [N:35]([C:10]1[C:9]([O:8][CH2:1][C:2]2[CH:7]=[CH:6][CH:5]=[CH:4][CH:3]=2)=[CH:24][C:13]([C:14]([O:16][CH2:17][C:18]2[CH:23]=[CH:22][CH:21]=[CH:20][CH:19]=2)=[O:15])=[C:12]([NH:25][C:26]2[CH:31]=[CH:30][CH:29]=[CH:28][C:27]=2[F:32])[C:11]=1[F:33])=[N+:36]=[N-:37], predict the reactants needed to synthesize it. The reactants are: [CH2:1]([O:8][C:9]1[C:10](F)=[C:11]([F:33])[C:12]([NH:25][C:26]2[CH:31]=[CH:30][CH:29]=[CH:28][C:27]=2[F:32])=[C:13]([CH:24]=1)[C:14]([O:16][CH2:17][C:18]1[CH:23]=[CH:22][CH:21]=[CH:20][CH:19]=1)=[O:15])[C:2]1[CH:7]=[CH:6][CH:5]=[CH:4][CH:3]=1.[N-:35]=[N+:36]=[N-:37].[Na+].O. (3) The reactants are: C[O:2][C:3](=[O:28])[C:4]1[CH:9]=[C:8]([C:10](=[O:26])[C:11]2[CH:16]=[CH:15][C:14]([O:17][CH2:18][C:19]3[CH:24]=[CH:23][CH:22]=[C:21]([Cl:25])[CH:20]=3)=[CH:13][N:12]=2)[CH:7]=[CH:6][C:5]=1F.[C:29]1([OH:35])[CH:34]=[CH:33][CH:32]=[CH:31][CH:30]=1. Given the product [Cl:25][C:21]1[CH:20]=[C:19]([CH:24]=[CH:23][CH:22]=1)[CH2:18][O:17][C:14]1[CH:15]=[CH:16][C:11]([C:10]([C:8]2[CH:7]=[CH:6][C:5]([O:35][C:29]3[CH:34]=[CH:33][CH:32]=[CH:31][CH:30]=3)=[C:4]([CH:9]=2)[C:3]([OH:2])=[O:28])=[O:26])=[N:12][CH:13]=1, predict the reactants needed to synthesize it. (4) Given the product [NH2:1][C:2]1[CH:10]=[CH:9][C:8]([Cl:11])=[CH:7][C:3]=1[C:4]([NH:12][CH2:13][CH2:14][CH2:15][C@H:16]1[O:20][C:19](=[O:21])[N:18]([C:22]2[CH:23]=[CH:24][C:25]3[S:30][CH2:29][C:28](=[O:31])[NH:27][C:26]=3[CH:32]=2)[CH2:17]1)=[O:6], predict the reactants needed to synthesize it. The reactants are: [NH2:1][C:2]1[CH:10]=[CH:9][C:8]([Cl:11])=[CH:7][C:3]=1[C:4]([OH:6])=O.[NH2:12][CH2:13][CH2:14][CH2:15][C@H:16]1[O:20][C:19](=[O:21])[N:18]([C:22]2[CH:23]=[CH:24][C:25]3[S:30][CH2:29][C:28](=[O:31])[NH:27][C:26]=3[CH:32]=2)[CH2:17]1.